From a dataset of TCR-epitope binding with 47,182 pairs between 192 epitopes and 23,139 TCRs. Binary Classification. Given a T-cell receptor sequence (or CDR3 region) and an epitope sequence, predict whether binding occurs between them. (1) The epitope is RLRPGGKKR. The TCR CDR3 sequence is CASSDLNSPLHF. Result: 0 (the TCR does not bind to the epitope). (2) The epitope is TLIGDCATV. The TCR CDR3 sequence is CASSLEAGGGYNEQFF. Result: 1 (the TCR binds to the epitope). (3) The epitope is RLYYDSMSY. The TCR CDR3 sequence is CASGTYEQYF. Result: 0 (the TCR does not bind to the epitope). (4) The epitope is VLWAHGFEL. The TCR CDR3 sequence is CASGTGAMNTEAFF. Result: 0 (the TCR does not bind to the epitope). (5) The epitope is SEETGTLIV. The TCR CDR3 sequence is CASRDTYEQYF. Result: 0 (the TCR does not bind to the epitope). (6) The epitope is GTSGSPIVNR. The TCR CDR3 sequence is CASSHTTYEQYF. Result: 0 (the TCR does not bind to the epitope). (7) The TCR CDR3 sequence is CASSRYLSGGTDTQYF. The epitope is VVYRGTTTY. Result: 0 (the TCR does not bind to the epitope). (8) The epitope is LLWNGPMAV. The TCR CDR3 sequence is CASSWGGAYEQYF. Result: 1 (the TCR binds to the epitope). (9) The epitope is YLQPRTFLL. The TCR CDR3 sequence is CASSTDIEAFF. Result: 1 (the TCR binds to the epitope).